This data is from Full USPTO retrosynthesis dataset with 1.9M reactions from patents (1976-2016). The task is: Predict the reactants needed to synthesize the given product. Given the product [CH3:8][O:9][C:10]1[CH:15]=[CH:14][C:13]([C:2]2[CH:3]=[N:4][CH:5]=[CH:6][CH:7]=2)=[CH:12][CH:11]=1, predict the reactants needed to synthesize it. The reactants are: I[C:2]1[CH:3]=[N:4][CH:5]=[CH:6][CH:7]=1.[CH3:8][O:9][C:10]1[CH:15]=[CH:14][C:13](B(O)O)=[CH:12][CH:11]=1.C(=O)([O-])[O-].[Na+].[Na+].